The task is: Predict which catalyst facilitates the given reaction.. This data is from Catalyst prediction with 721,799 reactions and 888 catalyst types from USPTO. The catalyst class is: 212. Reactant: [NH:1]1[CH2:6][CH2:5][CH:4]([NH:7][C:8]2[O:9][C:10]3[CH:16]=[CH:15][C:14]([O:17][CH2:18][C:19]#[N:20])=[CH:13][C:11]=3[N:12]=2)[CH2:3][CH2:2]1.[CH2:21]([O:23][C:24]1[CH:29]=[C:28]([CH:30]=O)[CH:27]=[C:26]([O:32][CH2:33][CH3:34])[C:25]=1[C:35]1[CH:40]=[CH:39][C:38]([F:41])=[CH:37][CH:36]=1)[CH3:22].C([BH3-])#N.[Na+].C(N(C(C)C)C(C)C)C. Product: [CH2:21]([O:23][C:24]1[CH:29]=[C:28]([CH2:30][N:1]2[CH2:2][CH2:3][CH:4]([NH:7][C:8]3[O:9][C:10]4[CH:16]=[CH:15][C:14]([O:17][CH2:18][C:19]#[N:20])=[CH:13][C:11]=4[N:12]=3)[CH2:5][CH2:6]2)[CH:27]=[C:26]([O:32][CH2:33][CH3:34])[C:25]=1[C:35]1[CH:36]=[CH:37][C:38]([F:41])=[CH:39][CH:40]=1)[CH3:22].